Dataset: Experimentally validated miRNA-target interactions with 360,000+ pairs, plus equal number of negative samples. Task: Binary Classification. Given a miRNA mature sequence and a target amino acid sequence, predict their likelihood of interaction. (1) The miRNA is cel-miR-233-3p with sequence UUGAGCAAUGCGCAUGUGCGGGA. The protein sequence of the target gene is MSAPAGSSHPAASARIPPKFGGAAVSGAAAPAGPGAGPAPHQQNGPAQNQMQVPSGYGLHHQNYIAPSGHYSQGPGKMTSLPLDTQCGDYYSALYTVPTQNVTPNTVNQQPGAQQLYSRGPPAPHIVGSTLGSFQGAASSASHLHTSASQPYSSFVNHYNSPAMYSASSSVASQGFPSTCGHYAMSTVSNAAYPSVSYPSLPAGDTYGQMFTSQNAPTVRPVKDNSFSGQNTAISHPSPLPPLPSQQHHQQQSLSGYSTLTWSSPGLPSTQDNLIRNHTGSLAVANNNPTITVADSLSCP.... Result: 0 (no interaction). (2) The protein sequence of the target gene is MDSLAESRWPPGLAVMKTIDDLLRCGICFEYFNIAMIIPQCSHNYCSLCIRKFLSYKTQCPTCCVTVTEPDLKNNRILDELVKSLNFARNHLLQFALESPAKSPASSSSKNLAVKVYTPVASRQSLKQGSRLMDNFLIREMSGSTSELLIKENKSKFSPQKEASPAAKTKETRSVEEIAPDPSEAKRPEPPSTSTLKQVTKVDCPVCGVNIPESHINKHLDSCLSREEKKESLRSSVHKRKPLPKTVYNLLSDRDLKKKLKEHGLSIQGNKQQLIKRHQEFVHMYNAQCDALHPKSAAEI.... Result: 1 (interaction). The miRNA is hsa-let-7a-5p with sequence UGAGGUAGUAGGUUGUAUAGUU. (3) The miRNA is hsa-miR-1245b-5p with sequence UAGGCCUUUAGAUCACUUAAA. The protein sequence of the target gene is MSDESASGSDPDLDPDVELEDAEEEEEEEEVAVEECDRDDEEDLLDDPSLEGMCGTEHAQLGEDGQQPPRCTSTTSSQSEPSEQLRRHQGKNLASEDPKKKRAQKPSHMRRNIRKLLREDQLEPVTKAAQQEELERRKRLEQQRKDYAAPIPTVPLEFLPEEIALRASDGPQLPPRVLAQEVICLDSSSGSEDEKSSRDEVIELSSGEEDTLHIVDSSESVSEDDEEEEKGGTHVNDVLNQRDALGRVLVNLNHPPEEENVFLAPQLARAVKPHQIGGIRFLYDNLVESLERFKTSSGFG.... Result: 1 (interaction). (4) The miRNA is mmu-miR-682 with sequence CUGCAGUCACAGUGAAGUCUG. The protein sequence of the target gene is MASHKLLVTPPKALLKPLSIPNQLLLGPGPSNLPPRIMAAGGLQMIGSMSKDMYQIMDEIKEGIQYVFQTRNPLTLVISGSGHCALEAALVNVLEPGDSFLVGANGIWGQRAVDIGERIGARVHPMTKDPGGHYTLQEVEEGLAQHKPVLLFLTHGESSTGVLQPLDGFGELCHRYKCLLLVDSVASLGGTPLYMDRQGIDILYSGSQKALNAPPGTSLISFSDKAKKKMYSRKTKPFSFYLDIKWLANFWGCDDQPRMYHHTIPVISLYSLRESLALIAEQGLENSWRQHREAAAYLHG.... Result: 0 (no interaction).